From a dataset of Forward reaction prediction with 1.9M reactions from USPTO patents (1976-2016). Predict the product of the given reaction. (1) Given the reactants [F:1][C:2]1[CH:3]=[C:4]([CH3:11])[CH:5]=[CH:6][C:7]=1[N+:8]([O-:10])=[O:9].S(=O)(=O)(O)[OH:13].[OH2:17], predict the reaction product. The product is: [F:1][C:2]1[CH:3]=[C:4]([CH:5]=[CH:6][C:7]=1[N+:8]([O-:10])=[O:9])[C:11]([OH:13])=[O:17]. (2) The product is: [F:35][C:33]1([F:36])[CH2:34][CH:32]1[CH2:31][O:17][C:15]1[CH:14]=[CH:13][C:11]2[N:12]=[C:8]([C:7]3[N:6]=[CH:5][C:4]([O:18][CH2:19][C@@H:20]([NH:22][C:23](=[O:24])[O:25][C:32]([CH3:34])([CH3:33])[CH3:31])[CH3:21])=[CH:3][C:2]=3[F:1])[O:9][C:10]=2[CH:16]=1. Given the reactants [F:1][C:2]1[CH:3]=[C:4]([O:18][CH2:19][C@@H:20]([NH:22][C:23](=[O:25])[O-:24])[CH3:21])[CH:5]=[N:6][C:7]=1[C:8]1[O:9][C:10]2[CH:16]=[C:15]([OH:17])[CH:14]=[CH:13][C:11]=2[N:12]=1.CS(O[CH2:31][CH:32]1[CH2:34][C:33]1([F:36])[F:35])(=O)=O.C(=O)([O-])[O-].[K+].[K+].CN(C=O)C, predict the reaction product. (3) Given the reactants [NH2:1][CH:2]([C:7]1[CH:12]=[CH:11][C:10]([O:13][CH3:14])=[C:9]([O:15][CH2:16][CH3:17])[CH:8]=1)[CH2:3][C:4]([OH:6])=[O:5].[CH3:18][C:19]1[CH:20]=[C:21]2[C:26](=O)[O:25][C:23](=[O:24])[C:22]2=[CH:28][CH:29]=1.C(OCC)(=O)C.CCCCCC, predict the reaction product. The product is: [CH2:16]([O:15][C:9]1[CH:8]=[C:7]([CH:2]([N:1]2[C:26](=[O:25])[C:21]3=[CH:20][C:19]([CH3:18])=[CH:29][CH:28]=[C:22]3[C:23]2=[O:24])[CH2:3][C:4]([OH:6])=[O:5])[CH:12]=[CH:11][C:10]=1[O:13][CH3:14])[CH3:17]. (4) Given the reactants [OH:1][C:2]1[CH:11]=[C:10]2[C:5]([CH:6]=[CH:7][N:8]=[CH:9]2)=[CH:4][CH:3]=1.[S:12]([O:19]S(C(F)(F)F)(=O)=O)([C:15]([F:18])([F:17])[F:16])(=[O:14])=[O:13], predict the reaction product. The product is: [F:16][C:15]([F:18])([F:17])[S:12]([OH:19])(=[O:14])=[O:13].[OH:1][C:2]1[CH:11]=[C:10]2[C:5]([CH:6]=[CH:7][N:8]=[CH:9]2)=[CH:4][CH:3]=1. (5) Given the reactants [CH3:1][O:2][C:3]1[C:8]2[O:9][C:10]([CH3:12])=[CH:11][C:7]=2[C:6]([C:13]([OH:15])=[O:14])=[CH:5][CH:4]=1.[C:16](=O)([O-])[O-].[K+].[K+].S(OC)(OC)(=O)=O.O, predict the reaction product. The product is: [CH3:16][O:14][C:13]([C:6]1[C:7]2[CH:11]=[C:10]([CH3:12])[O:9][C:8]=2[C:3]([O:2][CH3:1])=[CH:4][CH:5]=1)=[O:15].